From a dataset of Forward reaction prediction with 1.9M reactions from USPTO patents (1976-2016). Predict the product of the given reaction. (1) Given the reactants [CH3:1][C:2]1[CH:7]=[CH:6][CH:5]=[CH:4][C:3]=1[S:8](Cl)(=[O:10])=[O:9].C([N:14](CC)CC)C.[NH2:19][C@@H:20]1[CH2:24][CH2:23][N:22]([C:25](OC(C)(C)C)=O)[CH2:21]1.CCN(C(C)C)C(C)C.BrC#N, predict the reaction product. The product is: [C:25]([N:22]1[CH2:23][CH2:24][C@@H:20]([NH:19][S:8]([C:3]2[CH:4]=[CH:5][CH:6]=[CH:7][C:2]=2[CH3:1])(=[O:10])=[O:9])[CH2:21]1)#[N:14]. (2) Given the reactants [C:1]([O:5][C:6]([N:8]1[CH2:12][CH2:11][CH2:10][CH:9]1[C:13]1[NH:14][C:15]([Br:19])=[C:16](Br)[N:17]=1)=[O:7])([CH3:4])([CH3:3])[CH3:2].C([Li])CCC.CCCCCC, predict the reaction product. The product is: [C:1]([O:5][C:6]([N:8]1[CH2:12][CH2:11][CH2:10][CH:9]1[C:13]1[NH:17][CH:16]=[C:15]([Br:19])[N:14]=1)=[O:7])([CH3:4])([CH3:2])[CH3:3].